This data is from Full USPTO retrosynthesis dataset with 1.9M reactions from patents (1976-2016). The task is: Predict the reactants needed to synthesize the given product. (1) Given the product [CH3:1][O:2][C:3]1[CH:4]=[C:5]([CH3:36])[C:6]([C:9]2[C:10]3[CH:17]=[C:16]([CH2:18][O:19][C:20]4[CH:25]=[CH:24][C:23]([C@@H:26]([C:33]#[C:34][CH3:35])[CH2:27][C:28]([OH:30])=[O:29])=[CH:22][CH:21]=4)[CH:15]=[CH:14][C:11]=3[S:12][CH:13]=2)=[N:7][CH:8]=1, predict the reactants needed to synthesize it. The reactants are: [CH3:1][O:2][C:3]1[CH:4]=[C:5]([CH3:36])[C:6]([C:9]2[C:10]3[CH:17]=[C:16]([CH2:18][O:19][C:20]4[CH:25]=[CH:24][C:23]([C@@H:26]([C:33]#[C:34][CH3:35])[CH2:27][C:28]([O:30]CC)=[O:29])=[CH:22][CH:21]=4)[CH:15]=[CH:14][C:11]=3[S:12][CH:13]=2)=[N:7][CH:8]=1.[Li+].[OH-].Cl. (2) Given the product [Cl:29][C:7]1[CH:6]=[C:5]([N:4]([CH3:30])[CH2:3][CH2:2][NH:1][CH:33]2[CH2:34][O:31][CH2:32]2)[C:10]([C:11]#[N:12])=[CH:9][C:8]=1[NH:13][C:14]1[N:19]=[C:18]([NH:20][CH:21]2[CH2:22][CH2:23]2)[C:17]2=[N:24][CH:25]=[C:26]([C:27]#[N:28])[N:16]2[N:15]=1, predict the reactants needed to synthesize it. The reactants are: [NH2:1][CH2:2][CH2:3][N:4]([CH3:30])[C:5]1[C:10]([C:11]#[N:12])=[CH:9][C:8]([NH:13][C:14]2[N:19]=[C:18]([NH:20][CH:21]3[CH2:23][CH2:22]3)[C:17]3=[N:24][CH:25]=[C:26]([C:27]#[N:28])[N:16]3[N:15]=2)=[C:7]([Cl:29])[CH:6]=1.[O:31]1[CH2:34][C:33](=O)[CH2:32]1.COC(OC)OC.C(O)(=O)C.C([BH3-])#N.[Na+]. (3) Given the product [F:17][C:13]1[CH:12]=[C:11]([C:5]2[C:4]3[C:8](=[CH:9][CH:10]=[C:2]([C:25]([OH:27])=[O:26])[C:3]=3[O:18][CH3:19])[NH:7][N:6]=2)[CH:16]=[CH:15][CH:14]=1, predict the reactants needed to synthesize it. The reactants are: Br[C:2]1[C:3]([O:18][CH3:19])=[C:4]2[C:8](=[CH:9][CH:10]=1)[NH:7][N:6]=[C:5]2[C:11]1[CH:16]=[CH:15][CH:14]=[C:13]([F:17])[CH:12]=1.C([Li])CCC.[C:25](=[O:27])=[O:26].[Cl-].[NH4+].